From a dataset of Full USPTO retrosynthesis dataset with 1.9M reactions from patents (1976-2016). Predict the reactants needed to synthesize the given product. (1) Given the product [Cl:33][C:30]1[CH:31]=[CH:32][C:27]([CH2:26][CH:18]2[N:15]3[C:16](=[O:17])[CH:11]([NH:10][C:1](=[O:8])[C:2]4[CH:7]=[CH:6][CH:5]=[N:4][CH:3]=4)[CH2:12][N:13]([S:34]([C:37]4[CH:42]=[CH:41][C:40]([Cl:43])=[CH:39][C:38]=4[Cl:44])(=[O:36])=[O:35])[CH:14]3[CH2:21][N:20]([CH:22]([CH3:24])[CH3:23])[C:19]2=[O:25])=[CH:28][CH:29]=1, predict the reactants needed to synthesize it. The reactants are: [C:1](Cl)(=[O:8])[C:2]1[CH:7]=[CH:6][CH:5]=[N:4][CH:3]=1.[NH2:10][CH:11]1[C:16](=[O:17])[N:15]2[CH:18]([CH2:26][C:27]3[CH:32]=[CH:31][C:30]([Cl:33])=[CH:29][CH:28]=3)[C:19](=[O:25])[N:20]([CH:22]([CH3:24])[CH3:23])[CH2:21][CH:14]2[N:13]([S:34]([C:37]2[CH:42]=[CH:41][C:40]([Cl:43])=[CH:39][C:38]=2[Cl:44])(=[O:36])=[O:35])[CH2:12]1. (2) Given the product [Br:1][C:2]1[CH:7]=[CH:6][C:5]([CH:8]([CH2:18][CH2:19][CH3:20])[CH:9]([C:11]2[CH:16]=[CH:15][C:14]([Cl:17])=[CH:13][CH:12]=2)[CH2:23][CH:22]=[CH2:21])=[CH:4][CH:3]=1, predict the reactants needed to synthesize it. The reactants are: [Br:1][C:2]1[CH:7]=[CH:6][C:5]([CH:8]([CH2:18][CH2:19][CH3:20])[CH:9]([C:11]2[CH:16]=[CH:15][C:14]([Cl:17])=[CH:13][CH:12]=2)O)=[CH:4][CH:3]=1.[CH3:21][CH:22](C1NC(=O)C(CCSC)NC(=O)C(NC(C(NC(C(NC(C(NC(C(N)CC(O)=O)=O)C(O)C)=O)CCSC)=O)CCCNC(N)=N)=O)CSSCC(C(NC(C(NC(C(NC(C(O)=O)C(C)C)=O)CCC(O)=O)=O)CC2C3C(=CC=CC=3)NC=2)=O)NC(=O)C2N(CCC2)C(=O)C(CCCNC(N)=N)NC(=O)C(CC2C=CC(O)=CC=2)NC(=O)C(C(C)C)NC(=O)C(CCCNC(N)=N)NC(=O)CNC1=O)[CH3:23]. (3) Given the product [CH:25]([C:5]1[CH:4]=[C:3]([C:2]([F:16])([F:17])[F:1])[CH:8]=[CH:7][C:6]=1[NH:9][C:10](=[O:15])[C:11]([CH3:12])([CH3:13])[CH3:14])=[O:26], predict the reactants needed to synthesize it. The reactants are: [F:1][C:2]([F:17])([F:16])[C:3]1[CH:8]=[CH:7][C:6]([NH:9][C:10](=[O:15])[C:11]([CH3:14])([CH3:13])[CH3:12])=[CH:5][CH:4]=1.C([Li])CCC.CN(C)[CH:25]=[O:26].Cl. (4) Given the product [CH:40]1([C:38]([NH:37][C:35]2[N:36]=[C:31]3[CH:30]=[CH:29][C:28]([O:27][C:26]4[CH:43]=[CH:44][C:45]([CH3:46])=[C:24]([NH:23][C:7]([C:5]5[C:4]([C:10]([F:13])([F:12])[F:11])=[N:3][N:2]([CH3:1])[CH:6]=5)=[O:8])[CH:25]=4)=[CH:33][N:32]3[N:34]=2)=[O:39])[CH2:41][CH2:42]1, predict the reactants needed to synthesize it. The reactants are: [CH3:1][N:2]1[CH:6]=[C:5]([C:7](O)=[O:8])[C:4]([C:10]([F:13])([F:12])[F:11])=[N:3]1.O1CCCC1.S(Cl)(Cl)=O.[NH2:23][C:24]1[CH:25]=[C:26]([CH:43]=[CH:44][C:45]=1[CH3:46])[O:27][C:28]1[CH:29]=[CH:30][C:31]2[N:32]([N:34]=[C:35]([NH:37][C:38]([CH:40]3[CH2:42][CH2:41]3)=[O:39])[N:36]=2)[CH:33]=1. (5) Given the product [F:23][C:24]([F:43])([F:42])[S:25]([O:1][C:2]1[CH2:3][C:4]2([CH2:7][CH:6]([C:8]([O:10][CH3:11])=[O:9])[CH2:5]2)[CH:12]=1)(=[O:27])=[O:26], predict the reactants needed to synthesize it. The reactants are: [O:1]=[C:2]1[CH2:12][C:4]2([CH2:7][CH:6]([C:8]([O:10][CH3:11])=[O:9])[CH2:5]2)[CH2:3]1.C[Si]([N-][Si](C)(C)C)(C)C.[K+].[F:23][C:24]([F:43])([F:42])[S:25](N(C1C=CC=CC=1)[S:25]([C:24]([F:43])([F:42])[F:23])(=[O:27])=[O:26])(=[O:27])=[O:26]. (6) Given the product [CH3:8][N:5]1[CH2:6][C:2](=[O:1])[N:3]([CH3:10])[C:4]1=[O:9], predict the reactants needed to synthesize it. The reactants are: [OH:1][CH:2]1[CH:6](O)[N:5]([CH3:8])[C:4](=[O:9])[N:3]1[CH3:10].